This data is from NCI-60 drug combinations with 297,098 pairs across 59 cell lines. The task is: Regression. Given two drug SMILES strings and cell line genomic features, predict the synergy score measuring deviation from expected non-interaction effect. Drug 1: CC1C(C(CC(O1)OC2CC(CC3=C2C(=C4C(=C3O)C(=O)C5=C(C4=O)C(=CC=C5)OC)O)(C(=O)C)O)N)O.Cl. Drug 2: CCN(CC)CCCC(C)NC1=C2C=C(C=CC2=NC3=C1C=CC(=C3)Cl)OC. Cell line: SK-MEL-5. Synergy scores: CSS=10.8, Synergy_ZIP=-5.57, Synergy_Bliss=-4.74, Synergy_Loewe=-8.44, Synergy_HSA=-7.50.